Dataset: Catalyst prediction with 721,799 reactions and 888 catalyst types from USPTO. Task: Predict which catalyst facilitates the given reaction. (1) Reactant: [F:1][CH2:2][CH2:3][CH2:4][O:5][C:6]1[CH:7]=[C:8]([CH:12]=[CH:13][CH:14]=1)[C:9](O)=[O:10].C(Cl)(=O)C([Cl:18])=O.CN(C=O)C. Product: [F:1][CH2:2][CH2:3][CH2:4][O:5][C:6]1[CH:7]=[C:8]([CH:12]=[CH:13][CH:14]=1)[C:9]([Cl:18])=[O:10]. The catalyst class is: 4. (2) Reactant: C([BH3-])#N.[Na+].[NH:5]1[C:13]2[C:8](=[CH:9][C:10]([C:14]3[N:18]([C:19]4[CH:24]=[CH:23][C:22]([S:25]([NH2:28])(=[O:27])=[O:26])=[CH:21][CH:20]=4)[N:17]=[C:16]([C:29]([F:32])([F:31])[F:30])[CH:15]=3)=[CH:11][CH:12]=2)[CH:7]=[CH:6]1.C(=O)(O)[O-].[Na+]. Product: [NH:5]1[C:13]2[C:8](=[CH:9][C:10]([C:14]3[N:18]([C:19]4[CH:24]=[CH:23][C:22]([S:25]([NH2:28])(=[O:27])=[O:26])=[CH:21][CH:20]=4)[N:17]=[C:16]([C:29]([F:31])([F:32])[F:30])[CH:15]=3)=[CH:11][CH:12]=2)[CH2:7][CH2:6]1. The catalyst class is: 15. (3) Reactant: [CH3:1][O:2][C:3]([C:5]1[C:6]([C:11]2[CH:16]=[CH:15][C:14]([CH2:17][N:18]3[C:22]4[CH:23]=[C:24]([CH2:28][N:29](C(OC(C)(C)C)=O)[CH3:30])[CH:25]=[C:26]([CH3:27])[C:21]=4[N:20]=[C:19]3[CH2:38][CH2:39][CH3:40])=[CH:13][CH:12]=2)=[CH:7][CH:8]=[CH:9][CH:10]=1)=[O:4].Cl.O1CCOCC1. Product: [CH3:1][O:2][C:3]([C:5]1[C:6]([C:11]2[CH:16]=[CH:15][C:14]([CH2:17][N:18]3[C:22]4[CH:23]=[C:24]([CH2:28][NH:29][CH3:30])[CH:25]=[C:26]([CH3:27])[C:21]=4[N:20]=[C:19]3[CH2:38][CH2:39][CH3:40])=[CH:13][CH:12]=2)=[CH:7][CH:8]=[CH:9][CH:10]=1)=[O:4]. The catalyst class is: 13. (4) Reactant: [CH2:1]([O:4][CH2:5][CH:6]([OH:9])[CH2:7][NH2:8])[CH:2]=[CH2:3].C(N(CC)CC)C.[C:17](Cl)(=[O:21])[C:18]([CH3:20])=[CH2:19]. The catalyst class is: 2. Product: [CH2:1]([O:4][CH2:5][CH:6]([OH:9])[CH2:7][NH:8][C:17](=[O:21])[C:18]([CH3:20])=[CH2:19])[CH:2]=[CH2:3]. (5) Reactant: [Cl:1][C:2]1[C:3]([CH3:22])=[C:4]([CH:20]=[CH2:21])[C:5]([O:18][CH3:19])=[C:6]([CH:8]([NH:10]C(=O)OC(C)(C)C)[CH3:9])[CH:7]=1. Product: [ClH:1].[Cl:1][C:2]1[C:3]([CH3:22])=[C:4]([CH:20]=[CH2:21])[C:5]([O:18][CH3:19])=[C:6]([CH:8]([NH2:10])[CH3:9])[CH:7]=1. The catalyst class is: 33. (6) Reactant: Br[C:2]1[CH:7]=[CH:6][C:5]([CH2:8][C:9]([NH:11][C:12]2[CH:13]=[N:14][C:15]([O:22][CH2:23][CH2:24][N:25]([CH3:27])[CH3:26])=[C:16]([C:18]([F:21])([F:20])[F:19])[CH:17]=2)=[O:10])=[C:4]([F:28])[CH:3]=1.[CH3:29][C:30]1([CH3:46])[C:34]([CH3:36])([CH3:35])[O:33][B:32]([B:32]2[O:33][C:34]([CH3:36])([CH3:35])[C:30]([CH3:46])([CH3:29])[O:31]2)[O:31]1.CC([O-])=O.[K+]. Product: [CH3:26][N:25]([CH3:27])[CH2:24][CH2:23][O:22][C:15]1[N:14]=[CH:13][C:12]([NH:11][C:9](=[O:10])[CH2:8][C:5]2[CH:6]=[CH:7][C:2]([B:32]3[O:33][C:34]([CH3:36])([CH3:35])[C:30]([CH3:46])([CH3:29])[O:31]3)=[CH:3][C:4]=2[F:28])=[CH:17][C:16]=1[C:18]([F:21])([F:20])[F:19]. The catalyst class is: 75.